Dataset: Reaction yield outcomes from USPTO patents with 853,638 reactions. Task: Predict the reaction yield, written as a fraction of the theoretical maximum amount of product (1.0 means a 100% yield; for example, 0.34 means a 34% yield). (1) The reactants are ClC(Cl)(O[C:5](=[O:11])OC(Cl)(Cl)Cl)Cl.[CH3:13][O:14][C:15]([NH:17][NH:18][CH:19]([CH3:21])[CH3:20])=[O:16].CCN(C(C)C)C(C)C.[Br:31][C:32]1[CH:37]=[CH:36][C:35]([C:38]2[NH:42][C:41]([CH:43]3[CH2:47][CH2:46][CH2:45][NH:44]3)=[N:40][CH:39]=2)=[CH:34][CH:33]=1. The catalyst is C(Cl)Cl. The product is [CH3:13][O:14][C:15]([NH:17][N:18]([C:5]([N:44]1[CH2:45][CH2:46][CH2:47][CH:43]1[C:41]1[NH:42][C:38]([C:35]2[CH:36]=[CH:37][C:32]([Br:31])=[CH:33][CH:34]=2)=[CH:39][N:40]=1)=[O:11])[CH:19]([CH3:21])[CH3:20])=[O:16]. The yield is 0.160. (2) The reactants are Br[C:2]1[C:3]([O:12][CH2:13][CH:14]2[CH2:16][CH2:15]2)=[N:4][CH:5]=[C:6]([S:8]([CH3:11])(=[O:10])=[O:9])[CH:7]=1.[CH3:17][N:18]1[CH:27]=[C:26](B2OC(C)(C)C(C)(C)O2)[C:25]2[C:20](=[CH:21][CH:22]=[CH:23][CH:24]=2)[C:19]1=[O:37].[O-]P([O-])([O-])=O.[K+].[K+].[K+]. The catalyst is O1CCOCC1.O.C1C=CC(/C=C/C(/C=C/C2C=CC=CC=2)=O)=CC=1.C1C=CC(/C=C/C(/C=C/C2C=CC=CC=2)=O)=CC=1.C1C=CC(/C=C/C(/C=C/C2C=CC=CC=2)=O)=CC=1.[Pd].[Pd].CC(C1C=C(C(C)C)C(C2C=CC=CC=2P(C2CCCCC2)C2CCCCC2)=C(C(C)C)C=1)C. The product is [CH:14]1([CH2:13][O:12][C:3]2[C:2]([C:26]3[C:25]4[C:20](=[CH:21][CH:22]=[CH:23][CH:24]=4)[C:19](=[O:37])[N:18]([CH3:17])[CH:27]=3)=[CH:7][C:6]([S:8]([CH3:11])(=[O:10])=[O:9])=[CH:5][N:4]=2)[CH2:16][CH2:15]1. The yield is 0.730.